From a dataset of Reaction yield outcomes from USPTO patents with 853,638 reactions. Predict the reaction yield, written as a fraction of the theoretical maximum amount of product (1.0 means a 100% yield; for example, 0.34 means a 34% yield). (1) The reactants are [CH2:1]([O:3][C:4]([C:6]1([NH:11][C:12]([CH:14]2[CH2:18][CH:17]([O:19][C:20]3[C:29]4[C:24](=[CH:25][C:26]([O:30][CH3:31])=[CH:27][CH:28]=4)[N:23]=[C:22]([C:32]4[CH:37]=[CH:36][CH:35]=[CH:34][CH:33]=4)[CH:21]=3)[CH2:16][NH:15]2)=[O:13])[CH2:8][CH:7]1[CH:9]=[CH2:10])=[O:5])[CH3:2].[C:38](Cl)(Cl)=[O:39].Cl.[CH2:43]([NH2:49])[CH2:44]CCC=C. No catalyst specified. The product is [CH2:1]([O:3][C:4]([C:6]1([NH:11][C:12]([CH:14]2[CH2:18][CH:17]([O:19][C:20]3[C:29]4[C:24](=[CH:25][C:26]([O:30][CH3:31])=[CH:27][CH:28]=4)[N:23]=[C:22]([C:32]4[CH:33]=[CH:34][CH:35]=[CH:36][CH:37]=4)[CH:21]=3)[CH2:16][N:15]2[C:38](=[O:39])[NH:49][CH2:43][CH3:44])=[O:13])[CH2:8][CH:7]1[CH:9]=[CH2:10])=[O:5])[CH3:2]. The yield is 0.800. (2) The reactants are [Cl:1][C:2]1[CH:10]=[C:9]([C:11]2[CH:16]=[CH:15][CH:14]=[CH:13][C:12]=2[CH3:17])[C:5]([C:6](O)=[O:7])=[CH:4][N:3]=1.S(Cl)(Cl)=O.[OH-].[NH4+:23].O. The catalyst is C1COCC1.CN(C=O)C. The product is [Cl:1][C:2]1[CH:10]=[C:9]([C:11]2[CH:16]=[CH:15][CH:14]=[CH:13][C:12]=2[CH3:17])[C:5]([C:6]([NH2:23])=[O:7])=[CH:4][N:3]=1. The yield is 0.980. (3) The reactants are [Cl:1][C:2]1[CH:7]=[C:6]([CH2:8][CH:9]([C:15](=O)[CH2:16][CH2:17][CH3:18])[C:10](OCC)=[O:11])[CH:5]=[CH:4][C:3]=1[C:20]1[CH:25]=[CH:24][CH:23]=[CH:22][C:21]=1[C:26]#[N:27].Cl.[C:29](=[NH:32])([NH2:31])[CH3:30].C[O-].[Na+]. The catalyst is CO. The product is [Cl:1][C:2]1[CH:7]=[C:6]([CH2:8][C:9]2[C:10](=[O:11])[NH:32][C:29]([CH3:30])=[N:31][C:15]=2[CH2:16][CH2:17][CH3:18])[CH:5]=[CH:4][C:3]=1[C:20]1[C:21]([C:26]#[N:27])=[CH:22][CH:23]=[CH:24][CH:25]=1. The yield is 0.730. (4) The reactants are Cl[C:2]1[C:11]2[C:6](=[CH:7][C:8]([O:14][CH3:15])=[C:9]([O:12][CH3:13])[CH:10]=2)[N:5]=[CH:4][CH:3]=1.[CH3:16][C:17]([C:19]1[CH:24]=[C:23]([F:25])[CH:22]=[CH:21][C:20]=1[OH:26])=[O:18]. The yield is 0.720. The product is [CH3:13][O:12][C:9]1[CH:10]=[C:11]2[C:6](=[CH:7][C:8]=1[O:14][CH3:15])[N:5]=[CH:4][CH:3]=[C:2]2[O:26][C:20]1[CH:21]=[CH:22][C:23]([F:25])=[CH:24][C:19]=1[C:17](=[O:18])[CH3:16]. The catalyst is CN(C)C1C=CN=CC=1.ClC1C=CC=CC=1Cl. (5) The reactants are [CH3:1][C:2]1[N:6]=[C:5]([CH3:7])[S:4][C:3]=1/[CH:8]=[CH:9]/[C:10](N(C)C)=O.[N+]([O-])(O)=O.[F:19][C:20]1[CH:25]=[CH:24][C:23]([NH:26][C:27]([NH2:29])=[NH:28])=[CH:22][CH:21]=1.[OH-].[Na+]. The catalyst is COCCO. The product is [CH3:7][C:5]1[S:4][C:3]([C:8]2[CH:9]=[CH:10][N:29]=[C:27]([NH:26][C:23]3[CH:22]=[CH:21][C:20]([F:19])=[CH:25][CH:24]=3)[N:28]=2)=[C:2]([CH3:1])[N:6]=1. The yield is 0.890. (6) The reactants are [N:1]1[CH:2]=[CH:3][N:4]2[CH:9]=[C:8]([C:10]([OH:12])=O)[CH:7]=[N:6][C:5]=12.[F:13][C:14]([F:34])([F:33])[O:15][C:16]1[CH:17]=[C:18]([S:22]([C:25]2[CH:30]=[CH:29][C:28]([CH2:31][NH2:32])=[CH:27][CH:26]=2)(=[O:24])=[O:23])[CH:19]=[CH:20][CH:21]=1.F[P-](F)(F)(F)(F)F.N1(O[P+](N(C)C)(N(C)C)N(C)C)C2C=CC=CC=2N=N1.CCN(C(C)C)C(C)C. The catalyst is CN(C=O)C. The product is [F:34][C:14]([F:13])([F:33])[O:15][C:16]1[CH:17]=[C:18]([S:22]([C:25]2[CH:30]=[CH:29][C:28]([CH2:31][NH:32][C:10]([C:8]3[CH:7]=[N:6][C:5]4[N:4]([CH:3]=[CH:2][N:1]=4)[CH:9]=3)=[O:12])=[CH:27][CH:26]=2)(=[O:24])=[O:23])[CH:19]=[CH:20][CH:21]=1. The yield is 0.450. (7) The reactants are [CH:1]12[CH2:6][CH:5]1[CH2:4][N:3]([C:7]1[N:12]=[C:11]([NH:13][CH2:14][C:15]3[CH:20]=[CH:19][C:18]([O:21][CH3:22])=[C:17]([Cl:23])[CH:16]=3)[C:10]([C:24]([OH:26])=O)=[CH:9][N:8]=1)[CH2:2]2.CCN(C(C)C)C(C)C.CN(C(ON1N=NC2C=CC=NC1=2)=[N+](C)C)C.F[P-](F)(F)(F)(F)F.[CH:60]1([NH2:67])[CH2:66][CH2:65][CH2:64][CH2:63][CH2:62][CH2:61]1. The catalyst is C1COCC1. The product is [CH:1]12[CH2:6][CH:5]1[CH2:4][N:3]([C:7]1[N:12]=[C:11]([NH:13][CH2:14][C:15]3[CH:20]=[CH:19][C:18]([O:21][CH3:22])=[C:17]([Cl:23])[CH:16]=3)[C:10]([C:24]([NH:67][CH:60]3[CH2:66][CH2:65][CH2:64][CH2:63][CH2:62][CH2:61]3)=[O:26])=[CH:9][N:8]=1)[CH2:2]2. The yield is 0.386.